From a dataset of Peptide-MHC class I binding affinity with 185,985 pairs from IEDB/IMGT. Regression. Given a peptide amino acid sequence and an MHC pseudo amino acid sequence, predict their binding affinity value. This is MHC class I binding data. (1) The peptide sequence is RVQFIPGQR. The MHC is HLA-B58:01 with pseudo-sequence HLA-B58:01. The binding affinity (normalized) is 0.0847. (2) The peptide sequence is VERRLVKVL. The MHC is HLA-A80:01 with pseudo-sequence HLA-A80:01. The binding affinity (normalized) is 0.0847. (3) The peptide sequence is MKTFLILALL. The MHC is HLA-A01:01 with pseudo-sequence HLA-A01:01. The binding affinity (normalized) is 0. (4) The peptide sequence is ALDISFTGA. The MHC is HLA-A29:02 with pseudo-sequence HLA-A29:02. The binding affinity (normalized) is 0.250. (5) The peptide sequence is TMADLVYAL. The MHC is HLA-A23:01 with pseudo-sequence HLA-A23:01. The binding affinity (normalized) is 0.187. (6) The peptide sequence is GLSRYVARL. The binding affinity (normalized) is 0.129. The MHC is HLA-A02:06 with pseudo-sequence HLA-A02:06. (7) The peptide sequence is YLKDQQLL. The MHC is HLA-A68:01 with pseudo-sequence HLA-A68:01. The binding affinity (normalized) is 0. (8) The peptide sequence is KTDGAVTSPL. The binding affinity (normalized) is 0.619. The MHC is HLA-A02:02 with pseudo-sequence HLA-A02:02. (9) The binding affinity (normalized) is 0.617. The MHC is HLA-B83:01 with pseudo-sequence HLA-B83:01. The peptide sequence is MPFIATPPV.